Predict the product of the given reaction. From a dataset of Forward reaction prediction with 1.9M reactions from USPTO patents (1976-2016). (1) Given the reactants Cl.[NH2:2][NH2:3].II.C(OC(=O)[N:12]([CH2:41][CH3:42])[CH2:13][C:14]1[CH:15]=[N:16][CH:17]=[C:18]([C:21]2[CH:22]=[C:23]3[C:27](=[CH:28][CH:29]=2)[N:26](C2CCCCO2)[N:25]=[C:24]3[CH:36]=[CH:37][C:38](=O)[CH3:39])[C:19]=1[CH3:20])(C)(C)C, predict the reaction product. The product is: [CH2:41]([NH:12][CH2:13][C:14]1[CH:15]=[N:16][CH:17]=[C:18]([C:21]2[CH:22]=[C:23]3[C:27](=[CH:28][CH:29]=2)[NH:26][N:25]=[C:24]3[C:36]2[NH:2][N:3]=[C:38]([CH3:39])[CH:37]=2)[C:19]=1[CH3:20])[CH3:42]. (2) Given the reactants [F:1][C:2]1([F:33])[CH2:7][CH2:6][N:5]([C:8]([C:10]2[NH:11][C:12]3[C:17]([CH:18]=2)=[CH:16][C:15]([C:19]([N:21]2[CH2:26][CH2:25][CH:24]([N:27]4[CH2:32][CH2:31][O:30][CH2:29][CH2:28]4)[CH2:23][CH2:22]2)=[O:20])=[CH:14][CH:13]=3)=[O:9])[CH2:4][CH2:3]1.[Cl:34][C:35]1[CH:40]=[CH:39][C:38](B(O)O)=[CH:37][N:36]=1.N1C=CC=CC=1, predict the reaction product. The product is: [Cl:34][C:35]1[N:36]=[CH:37][C:38]([N:11]2[C:12]3[C:17](=[CH:16][C:15]([C:19]([N:21]4[CH2:26][CH2:25][CH:24]([N:27]5[CH2:28][CH2:29][O:30][CH2:31][CH2:32]5)[CH2:23][CH2:22]4)=[O:20])=[CH:14][CH:13]=3)[CH:18]=[C:10]2[C:8]([N:5]2[CH2:4][CH2:3][C:2]([F:1])([F:33])[CH2:7][CH2:6]2)=[O:9])=[CH:39][CH:40]=1. (3) The product is: [CH2:22]([N:8]([CH2:1][C:2]1[CH:3]=[CH:4][CH:5]=[CH:6][CH:7]=1)[CH:9]([CH:13]([O:21][C:32]1[CH:37]=[CH:36][C:35]([F:38])=[CH:34][C:33]=1[N+:39]([O-:41])=[O:40])[CH2:14][C:15]1[CH:16]=[CH:17][CH:18]=[CH:19][CH:20]=1)[C:10]([OH:12])=[O:11])[C:23]1[CH:28]=[CH:27][CH:26]=[CH:25][CH:24]=1. Given the reactants [CH2:1]([N:8]([CH2:22][C:23]1[CH:28]=[CH:27][CH:26]=[CH:25][CH:24]=1)[CH:9]([CH:13]([OH:21])[CH2:14][C:15]1[CH:20]=[CH:19][CH:18]=[CH:17][CH:16]=1)[C:10]([OH:12])=[O:11])[C:2]1[CH:7]=[CH:6][CH:5]=[CH:4][CH:3]=1.[H-].[Na+].F[C:32]1[CH:37]=[CH:36][C:35]([F:38])=[CH:34][C:33]=1[N+:39]([O-:41])=[O:40].Cl, predict the reaction product. (4) Given the reactants [CH3:1][O:2][C:3](=[O:31])[C@H:4]([CH2:16][C:17]1[CH:22]=[CH:21][C:20]([C:23]2[CH:28]=[CH:27][CH:26]=[CH:25][C:24]=2C=O)=[CH:19][CH:18]=1)[NH:5][C:6](=[O:15])[C:7]1[C:12]([Cl:13])=[CH:11][CH:10]=[CH:9][C:8]=1[Cl:14].[CH3:32][O:33][C:34](=[O:55])[CH:35]=P(C1C=CC=CC=1)(C1C=CC=CC=1)C1C=CC=CC=1.[C:56]1(C)C=CC=CC=1, predict the reaction product. The product is: [CH3:1][O:2][C:3](=[O:31])[C@H:4]([CH2:16][C:17]1[CH:18]=[CH:19][C:20]([C:23]2[CH:28]=[CH:27][CH:26]=[CH:25][C:24]=2[CH:56]=[CH:35][C:34]([O:33][CH3:32])=[O:55])=[CH:21][CH:22]=1)[NH:5][C:6](=[O:15])[C:7]1[C:8]([Cl:14])=[CH:9][CH:10]=[CH:11][C:12]=1[Cl:13]. (5) The product is: [Br:6][C:7]1[CH:12]=[CH:11][CH:10]=[CH:9][C:8]=1[CH2:13][CH2:14][N:15]1[C:23]2[C:18](=[N:19][C:20]([O:24][CH3:25])=[CH:21][CH:22]=2)[CH:17]=[CH:16]1. Given the reactants O.NN.[OH-].[Na+].[Br:6][C:7]1[CH:12]=[CH:11][CH:10]=[CH:9][C:8]=1[C:13](=O)[CH2:14][N:15]1[C:23]2[C:18](=[N:19][C:20]([O:24][CH3:25])=[CH:21][CH:22]=2)[CH:17]=[CH:16]1, predict the reaction product.